Predict the reaction yield, written as a fraction of the theoretical maximum amount of product (1.0 means a 100% yield; for example, 0.34 means a 34% yield). From a dataset of Reaction yield outcomes from USPTO patents with 853,638 reactions. (1) The reactants are [N+](C1C=CC(O[C:11](=[O:23])[C:12]2[CH:17]=[C:16]([O:18][CH3:19])[C:15]([O:20][CH3:21])=[CH:14][C:13]=2[OH:22])=CC=1)([O-])=O.[CH3:24][O:25][C:26]([C:28]1[N:29]=[C:30]([NH2:33])[S:31][CH:32]=1)=[O:27].CO. The catalyst is C1(C)C(C)=CC=CC=1. The product is [CH3:24][O:25][C:26]([C:28]1[N:29]=[C:30]([NH:33][C:11](=[O:23])[C:12]2[CH:17]=[C:16]([O:18][CH3:19])[C:15]([O:20][CH3:21])=[CH:14][C:13]=2[OH:22])[S:31][CH:32]=1)=[O:27]. The yield is 0.800. (2) The reactants are [NH2:1][C:2]1[CH:9]=[CH:8][CH:7]=[C:6]([Cl:10])[C:3]=1[CH:4]=[O:5].[CH2:11]([Mg]Br)[CH3:12]. The catalyst is C(OCC)(=O)C. The product is [NH2:1][C:2]1[CH:9]=[CH:8][CH:7]=[C:6]([Cl:10])[C:3]=1[CH:4]([OH:5])[CH2:11][CH3:12]. The yield is 0.480. (3) The reactants are C(OC([N:6]=[C:7]=[S:8])=O)C.C(O[C:12]([C:14]1[NH:15][CH:16]=[CH:17][C:18]=1[NH:19][CH2:20][C:21]1[CH:26]=[CH:25][CH:24]=[C:23]([O:27][CH2:28][CH3:29])[N:22]=1)=[O:13])C.CC[O-].[Na+].C(O)C. The catalyst is C(Cl)Cl. The product is [CH2:28]([O:27][C:23]1[N:22]=[C:21]([CH2:20][N:19]2[C:18]3[CH:17]=[CH:16][NH:15][C:14]=3[C:12](=[O:13])[NH:6][C:7]2=[S:8])[CH:26]=[CH:25][CH:24]=1)[CH3:29]. The yield is 0.150. (4) The reactants are [CH3:1][O:2][C:3]1[CH:8]=[CH:7][C:6]([CH2:9][NH2:10])=[CH:5][CH:4]=1.Cl[C:12]1[CH:17]=[CH:16][CH:15]=[C:14]([O:18][CH:19]2[CH2:24][CH2:23][CH2:22][CH2:21][CH2:20]2)[N:13]=1. The catalyst is C(OCC)(=O)C. The product is [CH:19]1([O:18][C:14]2[N:13]=[C:12]([NH:10][CH2:9][C:6]3[CH:7]=[CH:8][C:3]([O:2][CH3:1])=[CH:4][CH:5]=3)[CH:17]=[CH:16][CH:15]=2)[CH2:24][CH2:23][CH2:22][CH2:21][CH2:20]1. The yield is 0.540.